From a dataset of Catalyst prediction with 721,799 reactions and 888 catalyst types from USPTO. Predict which catalyst facilitates the given reaction. (1) Reactant: [N+:1]([C:4]1[CH:5]=[C:6]([CH2:10][C:11]([O:13][CH3:14])=[O:12])[CH:7]=[CH:8][CH:9]=1)([O-])=O.Cl. Product: [NH2:1][C:4]1[CH:5]=[C:6]([CH2:10][C:11]([O:13][CH3:14])=[O:12])[CH:7]=[CH:8][CH:9]=1. The catalyst class is: 415. (2) Reactant: [C:1]1([CH2:7][CH2:8][CH2:9][CH2:10][C:11]2[O:12][C:13]3[C:22]4[C:21](=[CH:23][CH2:24][NH:25][C:26](=[O:29])[CH2:27][CH3:28])[CH2:20][CH2:19][C:18]=4[CH:17]=[CH:16][C:14]=3[N:15]=2)[CH:6]=[CH:5][CH:4]=[CH:3][CH:2]=1. Product: [C:1]1([CH2:7][CH2:8][CH2:9][CH2:10][C:11]2[O:12][C:13]3[C:22]4[CH:21]([CH2:23][CH2:24][NH:25][C:26](=[O:29])[CH2:27][CH3:28])[CH2:20][CH2:19][C:18]=4[CH:17]=[CH:16][C:14]=3[N:15]=2)[CH:6]=[CH:5][CH:4]=[CH:3][CH:2]=1. The catalyst class is: 129.